Dataset: Full USPTO retrosynthesis dataset with 1.9M reactions from patents (1976-2016). Task: Predict the reactants needed to synthesize the given product. (1) Given the product [CH3:1][C:2]([O:4][C:5]1[S:9][C:8]2[CH2:10][CH2:11][N:12]([CH:14]([C:22]([CH:24]3[CH2:26][CH2:25]3)=[O:23])[C:15]3[C:20]([F:21])=[CH:19][CH:18]=[CH:17][CH:16]=3)[CH2:13][C:7]=2[CH:6]=1)=[O:3].[BrH:27], predict the reactants needed to synthesize it. The reactants are: [CH3:1][C:2]([O:4][C:5]1[S:9][C:8]2[CH2:10][CH2:11][N:12]([CH:14]([C:22]([CH:24]3[CH2:26][CH2:25]3)=[O:23])[C:15]3[CH:16]=[CH:17][CH:18]=[CH:19][C:20]=3[F:21])[CH2:13][C:7]=2[CH:6]=1)=[O:3].[BrH:27]. (2) Given the product [OH:13][C:11]1[CH:12]=[C:4]([CH:1]([CH3:3])[CH3:2])[C:5]2[CH:6]=[C:7]3[CH:17]([CH2:18][C:19]([O:21][CH3:22])=[O:20])[CH2:16][CH2:15][N:8]3[C:9]=2[CH:10]=1, predict the reactants needed to synthesize it. The reactants are: [CH:1]([C:4]1[C:5]2[CH:6]=[C:7]3[CH:17]([CH2:18][C:19]([O:21][CH3:22])=[O:20])[CH2:16][CH2:15][N:8]3[C:9]=2[CH:10]=[C:11]([O:13]C)[CH:12]=1)([CH3:3])[CH3:2].B(Br)(Br)Br.CO.C([O-])(O)=O.[Na+].